This data is from Full USPTO retrosynthesis dataset with 1.9M reactions from patents (1976-2016). The task is: Predict the reactants needed to synthesize the given product. (1) Given the product [ClH:22].[NH2:7][C@@H:8]1[CH2:10][C@H:9]1[C:11]1[CH:16]=[CH:15][C:14]([NH:17][C:18](=[O:20])[CH3:19])=[CH:13][CH:12]=1, predict the reactants needed to synthesize it. The reactants are: C(OC(=O)[NH:7][C@@H:8]1[CH2:10][C@H:9]1[C:11]1[CH:16]=[CH:15][C:14]([NH:17][C:18](=[O:20])[CH3:19])=[CH:13][CH:12]=1)(C)(C)C.[ClH:22]. (2) The reactants are: Br[C:2]1[CH:7]=[CH:6][C:5]([C:8]([F:11])([F:10])[F:9])=[CH:4][N:3]=1.C([Sn](CCCC)(CCCC)[C:17]1[N:21]2[CH:22]=[CH:23][C:24]([C:26]([F:29])([F:28])[F:27])=[N:25][C:20]2=[N:19][CH:18]=1)CCC. Given the product [F:28][C:26]([F:27])([F:29])[C:24]1[CH:23]=[CH:22][N:21]2[C:17]([C:2]3[CH:7]=[CH:6][C:5]([C:8]([F:11])([F:10])[F:9])=[CH:4][N:3]=3)=[CH:18][N:19]=[C:20]2[N:25]=1, predict the reactants needed to synthesize it. (3) Given the product [Br-:20].[Cl:28][C:25]1[CH:26]=[CH:27][C:22]([CH2:21][P+:7]([C:1]2[CH:2]=[CH:3][CH:4]=[CH:5][CH:6]=2)([C:8]2[CH:13]=[CH:12][CH:11]=[CH:10][CH:9]=2)[C:14]2[CH:15]=[CH:16][CH:17]=[CH:18][CH:19]=2)=[CH:23][C:24]=1[F:29], predict the reactants needed to synthesize it. The reactants are: [C:1]1([P:7]([C:14]2[CH:19]=[CH:18][CH:17]=[CH:16][CH:15]=2)[C:8]2[CH:13]=[CH:12][CH:11]=[CH:10][CH:9]=2)[CH:6]=[CH:5][CH:4]=[CH:3][CH:2]=1.[Br:20][CH2:21][C:22]1[CH:27]=[CH:26][C:25]([Cl:28])=[C:24]([F:29])[CH:23]=1. (4) Given the product [O:15]1[C:14]2([CH2:19][CH2:20][N:11]([C:3]3[CH:4]=[C:5]([NH2:8])[CH:6]=[CH:7][C:2]=3[CH3:1])[CH2:12][CH2:13]2)[O:18][CH2:17][CH2:16]1, predict the reactants needed to synthesize it. The reactants are: [CH3:1][C:2]1[CH:7]=[CH:6][C:5]([N+:8]([O-])=O)=[CH:4][C:3]=1[N:11]1[CH2:20][CH2:19][C:14]2([O:18][CH2:17][CH2:16][O:15]2)[CH2:13][CH2:12]1.C1COCC1. (5) Given the product [O:26]1[CH2:27][CH2:28][N:23]([C:5]2[C:6]3[N:7]([CH:8]=[C:9]([CH2:11][CH2:12][C:13]4[CH:22]=[CH:21][C:20]5[C:15](=[CH:16][CH:17]=[CH:18][CH:19]=5)[N:14]=4)[N:10]=3)[C:2]([C:37]3[CH:38]=[CH:39][C:40]([N:43]4[C:47](=[O:48])[N:46]([CH2:49][O:50][CH2:51][CH2:52][Si:53]([CH3:56])([CH3:55])[CH3:54])[CH:45]=[N:44]4)=[CH:41][CH:42]=3)=[CH:3][N:4]=2)[CH2:24][CH2:25]1, predict the reactants needed to synthesize it. The reactants are: Br[C:2]1[N:7]2[CH:8]=[C:9]([CH2:11][CH2:12][C:13]3[CH:22]=[CH:21][C:20]4[C:15](=[CH:16][CH:17]=[CH:18][CH:19]=4)[N:14]=3)[N:10]=[C:6]2[C:5]([N:23]2[CH2:28][CH2:27][O:26][CH2:25][CH2:24]2)=[N:4][CH:3]=1.CC1(C)C(C)(C)OB([C:37]2[CH:42]=[CH:41][C:40]([N:43]3[C:47](=[O:48])[N:46]([CH2:49][O:50][CH2:51][CH2:52][Si:53]([CH3:56])([CH3:55])[CH3:54])[CH:45]=[N:44]3)=[CH:39][CH:38]=2)O1.C([O-])([O-])=O.[Na+].[Na+]. (6) The reactants are: [N+:1]([O-:4])([O-])=[O:2].[K+].[O:6]1[C:15]2[C:10](=[CH:11][CH:12]=[CH:13][CH:14]=2)[C:9](=[O:16])[CH2:8][CH2:7]1. Given the product [N+:1]([C:14]1[CH:13]=[CH:12][CH:11]=[C:10]2[C:15]=1[O:6][CH2:7][CH2:8][C:9]2=[O:16])([O-:4])=[O:2], predict the reactants needed to synthesize it. (7) Given the product [CH2:13]([O:12][C:9]1[CH:10]=[CH:11][C:6]([CH:3]([NH:2][C:34]([C:32]2[N:31]=[N:30][N:29]([CH2:28][CH2:27][NH:26][C:24](=[O:25])[C:23]3[CH:37]=[CH:38][C:39]([O:43][CH3:44])=[C:40]([O:41][CH3:42])[C:22]=3[O:21][CH3:20])[CH:33]=2)=[O:35])[C:4]#[N:5])=[CH:7][CH:8]=1)[C:14]1[CH:19]=[CH:18][CH:17]=[CH:16][CH:15]=1, predict the reactants needed to synthesize it. The reactants are: Cl.[NH2:2][CH:3]([C:6]1[CH:11]=[CH:10][C:9]([O:12][CH2:13][C:14]2[CH:19]=[CH:18][CH:17]=[CH:16][CH:15]=2)=[CH:8][CH:7]=1)[C:4]#[N:5].[CH3:20][O:21][C:22]1[C:40]([O:41][CH3:42])=[C:39]([O:43][CH3:44])[CH:38]=[CH:37][C:23]=1[C:24]([NH:26][CH2:27][CH2:28][N:29]1[CH:33]=[C:32]([C:34](O)=[O:35])[N:31]=[N:30]1)=[O:25]. (8) Given the product [F:35][C:15]1[C:14]([C:12]([C:8]2[CH:9]=[C:10]3[C:5](=[CH:6][CH:7]=2)[N:4]=[CH:3][C:2]([N:38]2[CH:39]=[CH:40][N:41]=[C:37]2[CH3:36])=[N:11]3)=[O:13])=[C:19]([F:20])[C:18]([F:21])=[CH:17][C:16]=1[NH:22][S:23]([CH2:26][CH2:27][CH3:28])(=[O:24])=[O:25], predict the reactants needed to synthesize it. The reactants are: Cl[C:2]1[CH:3]=[N:4][C:5]2[C:10]([N:11]=1)=[CH:9][C:8]([C:12]([C:14]1[C:15]([F:35])=[C:16]([N:22](S(CCC)(=O)=O)[S:23]([CH2:26][CH2:27][CH3:28])(=[O:25])=[O:24])[CH:17]=[C:18]([F:21])[C:19]=1[F:20])=[O:13])=[CH:7][CH:6]=2.[CH3:36][C:37]1[NH:38][CH:39]=[CH:40][N:41]=1.C([O-])([O-])=O.[Cs+].[Cs+].